Dataset: CYP3A4 inhibition data for predicting drug metabolism from PubChem BioAssay. Task: Regression/Classification. Given a drug SMILES string, predict its absorption, distribution, metabolism, or excretion properties. Task type varies by dataset: regression for continuous measurements (e.g., permeability, clearance, half-life) or binary classification for categorical outcomes (e.g., BBB penetration, CYP inhibition). Dataset: cyp3a4_veith. The result is 1 (inhibitor). The compound is Cc1cccc(N(CC(=O)NC2CCCC2)C(=O)c2cc3cc4cccc(C)c4nc3s2)c1C.